From a dataset of NCI-60 drug combinations with 297,098 pairs across 59 cell lines. Regression. Given two drug SMILES strings and cell line genomic features, predict the synergy score measuring deviation from expected non-interaction effect. (1) Drug 1: CC12CCC3C(C1CCC2O)C(CC4=C3C=CC(=C4)O)CCCCCCCCCS(=O)CCCC(C(F)(F)F)(F)F. Drug 2: CCN(CC)CCCC(C)NC1=C2C=C(C=CC2=NC3=C1C=CC(=C3)Cl)OC. Cell line: A549. Synergy scores: CSS=8.90, Synergy_ZIP=-6.75, Synergy_Bliss=-5.20, Synergy_Loewe=-15.3, Synergy_HSA=-5.16. (2) Drug 1: COC1=C(C=C2C(=C1)N=CN=C2NC3=CC(=C(C=C3)F)Cl)OCCCN4CCOCC4. Drug 2: C1CCC(CC1)NC(=O)N(CCCl)N=O. Cell line: M14. Synergy scores: CSS=18.1, Synergy_ZIP=0.690, Synergy_Bliss=6.22, Synergy_Loewe=1.63, Synergy_HSA=6.17. (3) Drug 1: CCCCCOC(=O)NC1=NC(=O)N(C=C1F)C2C(C(C(O2)C)O)O. Drug 2: C(CC(=O)O)C(=O)CN.Cl. Cell line: MDA-MB-435. Synergy scores: CSS=1.88, Synergy_ZIP=3.79, Synergy_Bliss=7.49, Synergy_Loewe=0.0984, Synergy_HSA=2.10. (4) Drug 1: COC1=CC(=CC(=C1O)OC)C2C3C(COC3=O)C(C4=CC5=C(C=C24)OCO5)OC6C(C(C7C(O6)COC(O7)C8=CC=CS8)O)O. Drug 2: C1CN(CCN1C(=O)CCBr)C(=O)CCBr. Cell line: 786-0. Synergy scores: CSS=49.4, Synergy_ZIP=-4.99, Synergy_Bliss=-1.17, Synergy_Loewe=-25.6, Synergy_HSA=-0.389. (5) Drug 1: C1=NC2=C(N=C(N=C2N1C3C(C(C(O3)CO)O)O)F)N. Drug 2: CN1C(=O)N2C=NC(=C2N=N1)C(=O)N. Cell line: A498. Synergy scores: CSS=1.79, Synergy_ZIP=0.902, Synergy_Bliss=0.908, Synergy_Loewe=0.895, Synergy_HSA=0.613.